Dataset: Reaction yield outcomes from USPTO patents with 853,638 reactions. Task: Predict the reaction yield, written as a fraction of the theoretical maximum amount of product (1.0 means a 100% yield; for example, 0.34 means a 34% yield). (1) The reactants are [CH2:1]([OH:4])[C:2]#[CH:3].N1C=CN=C1.[CH3:10][C:11]([Si:14](Cl)([CH3:16])[CH3:15])([CH3:13])[CH3:12].[Cl-].[NH4+]. The catalyst is ClC(Cl)C. The product is [C:11]([Si:14]([CH3:16])([CH3:15])[O:4][CH2:1][C:2]#[CH:3])([CH3:13])([CH3:12])[CH3:10]. The yield is 0.670. (2) The reactants are C(Cl)(=O)C([Cl:4])=O.[CH2:7]([O:9][C:10]([C:12]1[C:17](=[O:18])[N:16]([CH2:19][C:20]2[CH:25]=[CH:24][C:23]([O:26][CH3:27])=[CH:22][CH:21]=2)[C:15]2[CH:28]=[CH:29][S:30][C:14]=2[C:13]=1O)=[O:11])[CH3:8].CN(C=O)C. The catalyst is C(Cl)Cl. The product is [CH2:7]([O:9][C:10]([C:12]1[C:17](=[O:18])[N:16]([CH2:19][C:20]2[CH:25]=[CH:24][C:23]([O:26][CH3:27])=[CH:22][CH:21]=2)[C:15]2[CH:28]=[CH:29][S:30][C:14]=2[C:13]=1[Cl:4])=[O:11])[CH3:8]. The yield is 0.850.